Task: Binary Classification. Given a drug SMILES string, predict its activity (active/inactive) in a high-throughput screening assay against a specified biological target.. Dataset: Cav3 T-type calcium channel HTS with 100,875 compounds (1) The compound is O(c1c(cccc1C)C)CC(=O)Nc1[nH]ncn1. The result is 0 (inactive). (2) The compound is s1c(C(=O)N2CC(CCC2)C(OCC)=O)c(n2c1nc(c2)c1ccccc1)C. The result is 0 (inactive). (3) The drug is S(=O)(=O)(N(CC)CC)c1cc(C(=O)Nc2c(C(=O)N3CCOCC3)cccc2)ccc1. The result is 0 (inactive). (4) The molecule is O=C(NC1CCC(CC1)C)c1n(c2c(c1)c(=O)n(c1c2cccc1)C)C. The result is 0 (inactive). (5) The compound is S(=O)(=O)(CC(=O)NCCCN1CCCC1=O)Cc1nc(oc1C)c1c(cccc1)C. The result is 0 (inactive). (6) The drug is Clc1c(CSc2c(scc2)C(=O)NC)c(Cl)ccc1. The result is 0 (inactive). (7) The compound is S(c1nc(c(cc1C#N)C)CC)Cc1cccnc1. The result is 0 (inactive).